From a dataset of Forward reaction prediction with 1.9M reactions from USPTO patents (1976-2016). Predict the product of the given reaction. The product is: [CH3:21][N:15]1[C:16]([C:17]([F:18])([F:20])[F:19])=[C:12]([C@@H:11]([NH:10][S@@:8]([C:5]([CH3:4])([CH3:6])[CH3:7])=[O:9])[CH3:24])[CH:13]=[N:14]1. Given the reactants C[Mg]Cl.[CH3:4][C:5]([S@:8](/[N:10]=[CH:11]/[C:12]1[CH:13]=[N:14][N:15]([CH3:21])[C:16]=1[C:17]([F:20])([F:19])[F:18])=[O:9])([CH3:7])[CH3:6].[Cl-].[NH4+].[CH2:24](Cl)Cl.CO.[NH4+].[OH-].II, predict the reaction product.